Dataset: Forward reaction prediction with 1.9M reactions from USPTO patents (1976-2016). Task: Predict the product of the given reaction. Given the reactants [CH3:1][C:2]1[CH:7]=[C:6]([O:8][CH2:9][C:10]2[C:11]([C:16]3[CH:21]=[CH:20][CH:19]=[CH:18][CH:17]=3)=[N:12][O:13][C:14]=2[CH3:15])[N:5]=[N:4][C:3]=1[C:22]([OH:24])=O.[CH:25]([NH2:28])([CH3:27])[CH3:26], predict the reaction product. The product is: [CH:25]([NH:28][C:22]([C:3]1[N:4]=[N:5][C:6]([O:8][CH2:9][C:10]2[C:11]([C:16]3[CH:17]=[CH:18][CH:19]=[CH:20][CH:21]=3)=[N:12][O:13][C:14]=2[CH3:15])=[CH:7][C:2]=1[CH3:1])=[O:24])([CH3:27])[CH3:26].